Dataset: Forward reaction prediction with 1.9M reactions from USPTO patents (1976-2016). Task: Predict the product of the given reaction. (1) Given the reactants C([O:4][C@@H:5]1[C@@H:10]([O:11]C(=O)C)[C@H:9]([O:15]C(=O)C)[C@@H:8]([CH2:19][O:20]C(=O)C)[O:7][C@H:6]1[O:24][C:25]1[C:29]([CH2:30][C:31]2[CH:36]=[CH:35][C:34]([O:37][CH2:38][CH2:39][CH2:40]O)=[CH:33][C:32]=2[CH3:42])=[C:28]([CH:43]([CH3:45])[CH3:44])[NH:27][N:26]=1)(=O)C.[NH2:46][C@@H:47]([CH2:51][CH2:52][CH2:53][CH2:54][NH:55][C:56]([O:58][CH2:59][C:60]1[CH:65]=[CH:64][CH:63]=[CH:62][CH:61]=1)=[O:57])[C:48]([NH2:50])=[O:49].NC(C)(C)C(NCCO)=O, predict the reaction product. The product is: [CH2:59]([O:58][C:56]([NH:55][CH2:54][CH2:53][CH2:52][CH2:51][C@H:47]([NH:46][CH2:40][CH2:39][CH2:38][O:37][C:34]1[CH:35]=[CH:36][C:31]([CH2:30][C:29]2[C:25]([O:24][C@@H:6]3[O:7][C@H:8]([CH2:19][OH:20])[C@@H:9]([OH:15])[C@H:10]([OH:11])[C@H:5]3[OH:4])=[N:26][NH:27][C:28]=2[CH:43]([CH3:44])[CH3:45])=[C:32]([CH3:42])[CH:33]=1)[C:48](=[O:49])[NH2:50])=[O:57])[C:60]1[CH:61]=[CH:62][CH:63]=[CH:64][CH:65]=1. (2) The product is: [CH2:19]([C:23]1[O:24][C:25]2[CH:34]=[CH:33][C:32]([NH:35][S:36]([CH3:39])(=[O:38])=[O:37])=[CH:31][C:26]=2[C:27]=1[C:28](=[O:30])[C:44]1[CH:45]=[CH:46][C:41]([O:40][CH2:47][CH2:48][CH2:49][N:50]([CH2:55][CH2:56][CH2:57][CH3:58])[CH2:51][CH2:52][CH2:53][CH3:54])=[CH:42][CH:43]=1)[CH2:20][CH2:21][CH3:22]. Given the reactants FC(F)(F)C(OC(=O)C(F)(F)F)=O.P(=O)(O)(O)O.[CH2:19]([C:23]1[O:24][C:25]2[CH:34]=[CH:33][C:32]([NH:35][S:36]([CH3:39])(=[O:38])=[O:37])=[CH:31][C:26]=2[C:27]=1[C:28]([OH:30])=O)[CH2:20][CH2:21][CH3:22].[O:40]([CH2:47][CH2:48][CH2:49][N:50]([CH2:55][CH2:56][CH2:57][CH3:58])[CH2:51][CH2:52][CH2:53][CH3:54])[C:41]1[CH:46]=[CH:45][CH:44]=[CH:43][CH:42]=1, predict the reaction product. (3) Given the reactants [CH2:1]([NH2:4])[CH2:2][NH2:3].[C:5]([CH2:8][N:9]([CH2:31][CH2:32][C:33](ON1C(=O)CCC1=O)=[O:34])[C:10]([CH2:12][CH2:13][CH2:14][CH2:15][CH2:16][CH2:17][CH2:18][CH2:19][CH2:20][CH2:21][CH2:22][CH2:23][CH2:24][CH2:25][CH2:26][CH2:27][C:28]([OH:30])=[O:29])=[O:11])([OH:7])=[O:6], predict the reaction product. The product is: [NH2:3][CH2:2][CH2:1][NH:4][C:33]([CH2:32][CH2:31][N:9]([CH2:8][C:5]([OH:7])=[O:6])[C:10]([CH2:12][CH2:13][CH2:14][CH2:15][CH2:16][CH2:17][CH2:18][CH2:19][CH2:20][CH2:21][CH2:22][CH2:23][CH2:24][CH2:25][CH2:26][CH2:27][C:28]([OH:30])=[O:29])=[O:11])=[O:34]. (4) The product is: [CH:23]1([N:19]2[C:20]3[C:15](=[CH:14][C:13]([C:12]#[C:11][C:8]4[CH:7]=[CH:6][C:5]([C:4]([OH:28])=[O:3])=[CH:10][CH:9]=4)=[CH:22][CH:21]=3)[C:16]([CH3:27])([CH3:26])[CH2:17][CH2:18]2)[CH2:24][CH2:25]1. Given the reactants C([O:3][C:4](=[O:28])[C:5]1[CH:10]=[CH:9][C:8]([C:11]#[C:12][C:13]2[CH:14]=[C:15]3[C:20](=[CH:21][CH:22]=2)[N:19]([CH:23]2[CH2:25][CH2:24]2)[CH2:18][CH2:17][C:16]3([CH3:27])[CH3:26])=[CH:7][CH:6]=1)C.[OH-].[Na+], predict the reaction product. (5) Given the reactants Cl[C:2](Cl)([O:4]C(=O)OC(Cl)(Cl)Cl)Cl.Cl.[F:14][C:15]1[C:20]([C:21]2[CH:26]=[CH:25][CH:24]=[C:23]([CH3:27])[CH:22]=2)=[C:19]([CH:28]([C@@H:35]2[O:40][CH2:39][CH2:38][NH:37][CH2:36]2)[CH2:29][CH2:30][CH2:31][CH2:32][O:33][CH3:34])[CH:18]=[CH:17][CH:16]=1.N1C=CC=CC=1.[Si:47]([O:54][C@H:55]1[CH2:59][NH:58][CH2:57][C@H:56]1[NH:60][C:61](=[O:67])[O:62][C:63]([CH3:66])([CH3:65])[CH3:64])([C:50]([CH3:53])([CH3:52])[CH3:51])([CH3:49])[CH3:48], predict the reaction product. The product is: [Si:47]([O:54][C@H:55]1[CH2:59][N:58]([C:2]([N:37]2[CH2:38][CH2:39][O:40][C@@H:35]([CH:28]([C:19]3[CH:18]=[CH:17][CH:16]=[C:15]([F:14])[C:20]=3[C:21]3[CH:26]=[CH:25][CH:24]=[C:23]([CH3:27])[CH:22]=3)[CH2:29][CH2:30][CH2:31][CH2:32][O:33][CH3:34])[CH2:36]2)=[O:4])[CH2:57][C@H:56]1[NH:60][C:61](=[O:67])[O:62][C:63]([CH3:66])([CH3:65])[CH3:64])([C:50]([CH3:53])([CH3:52])[CH3:51])([CH3:49])[CH3:48]. (6) Given the reactants [NH2:1][C:2]1[C:9]([Br:10])=[C:8]([F:11])[CH:7]=[CH:6][C:3]=1[C:4]#[N:5].CO[C:14]1[CH2:18][N:17]([C@@H:19]2[CH2:23][CH2:22][O:21][CH2:20]2)[C:16](=[O:24])[CH:15]=1, predict the reaction product. The product is: [Br:10][C:9]1[C:2]([NH:1][C:14]2[CH2:18][N:17]([C@@H:19]3[CH2:23][CH2:22][O:21][CH2:20]3)[C:16](=[O:24])[CH:15]=2)=[C:3]([CH:6]=[CH:7][C:8]=1[F:11])[C:4]#[N:5]. (7) The product is: [CH2:1]([O:3][C:4]([C:6]1[S:10][C:9]([C:21]2[N:26]=[CH:25][CH:24]=[CH:23][N:22]=2)=[N:8][C:7]=1[C:12]([F:15])([F:14])[F:13])=[O:5])[CH3:2]. Given the reactants [CH2:1]([O:3][C:4]([C:6]1[S:10][C:9](Br)=[N:8][C:7]=1[C:12]([F:15])([F:14])[F:13])=[O:5])[CH3:2].C([Sn](CCCC)(CCCC)[C:21]1[N:26]=[CH:25][CH:24]=[CH:23][N:22]=1)CCC.[F-].[K+].CCOC(C)=O, predict the reaction product. (8) Given the reactants [Cl:1][C:2]1[CH:7]=[CH:6][C:5]([CH2:8][C:9]#[N:10])=[CH:4][CH:3]=1.[CH2:11]1[CH2:21][CH2:20]N2C(=NCCC2)CC1.[C:22]([O:25]C(=O)C)(=[O:24])[CH3:23].OS(O)(=O)=O, predict the reaction product. The product is: [C:22]([O:25][C:21]([CH3:20])([CH3:11])[CH:8]([C:5]1[CH:6]=[CH:7][C:2]([Cl:1])=[CH:3][CH:4]=1)[C:9]#[N:10])(=[O:24])[CH3:23]. (9) Given the reactants [C:1]1([CH:7]2[CH2:12][C:11]([C:13]3[CH:18]=[CH:17][CH:16]=[CH:15][CH:14]=3)=[N:10][NH:9][C:8]2=[O:19])[CH:6]=[CH:5][CH:4]=[CH:3][CH:2]=1.BrBr, predict the reaction product. The product is: [C:1]1([C:7]2[C:8](=[O:19])[NH:9][N:10]=[C:11]([C:13]3[CH:14]=[CH:15][CH:16]=[CH:17][CH:18]=3)[CH:12]=2)[CH:2]=[CH:3][CH:4]=[CH:5][CH:6]=1.